Dataset: Forward reaction prediction with 1.9M reactions from USPTO patents (1976-2016). Task: Predict the product of the given reaction. The product is: [C:38]([C:17]1[C:18]([O:36][CH3:37])=[C:19]2[C:24](=[C:15]([C:14]3[C:9](=[O:8])[NH:10][C:11]([O:43][CH3:44])=[C:12]([F:42])[CH:13]=3)[CH:16]=1)[N:23]=[CH:22][C:21]([C:25]1[CH:26]=[CH:27][C:28]([NH:31][S:32]([CH3:35])(=[O:34])=[O:33])=[CH:29][CH:30]=1)=[CH:20]2)([CH3:41])([CH3:39])[CH3:40]. Given the reactants C([O:8][C:9]1[C:14]([C:15]2[CH:16]=[C:17]([C:38]([CH3:41])([CH3:40])[CH3:39])[C:18]([O:36][CH3:37])=[C:19]3[C:24]=2[N:23]=[CH:22][C:21]([C:25]2[CH:30]=[CH:29][C:28]([NH:31][S:32]([CH3:35])(=[O:34])=[O:33])=[CH:27][CH:26]=2)=[CH:20]3)=[CH:13][C:12]([F:42])=[C:11]([O:43][CH3:44])[N:10]=1)C1C=CC=CC=1.[H][H], predict the reaction product.